Dataset: Peptide-MHC class II binding affinity with 134,281 pairs from IEDB. Task: Regression. Given a peptide amino acid sequence and an MHC pseudo amino acid sequence, predict their binding affinity value. This is MHC class II binding data. (1) The peptide sequence is TSALIWMASPPEVHS. The MHC is DRB1_0405 with pseudo-sequence DRB1_0405. The binding affinity (normalized) is 0.541. (2) The peptide sequence is YFESFVREFVATART. The MHC is DRB1_1101 with pseudo-sequence DRB1_1101. The binding affinity (normalized) is 0.418. (3) The peptide sequence is IQLKCSDSMPCKDIK. The MHC is HLA-DPA10201-DPB10101 with pseudo-sequence HLA-DPA10201-DPB10101. The binding affinity (normalized) is 0.185. (4) The peptide sequence is REEFISKVRSNAAIG. The MHC is DRB1_0401 with pseudo-sequence DRB1_0401. The binding affinity (normalized) is 0.784.